Dataset: Reaction yield outcomes from USPTO patents with 853,638 reactions. Task: Predict the reaction yield, written as a fraction of the theoretical maximum amount of product (1.0 means a 100% yield; for example, 0.34 means a 34% yield). (1) The reactants are [CH2:1]([O:8][C:9]1[C:10]([CH2:27][OH:28])=[N:11][CH:12]=[C:13]([C:25]=1[OH:26])[C:14]([NH:16][CH2:17][C:18]1[CH:23]=[CH:22][C:21]([F:24])=[CH:20][CH:19]=1)=[O:15])[C:2]1[CH:7]=[CH:6][CH:5]=[CH:4][CH:3]=1. The catalyst is C(Cl)(Cl)Cl.[O-2].[O-2].[Mn+4]. The product is [CH2:1]([O:8][C:9]1[C:10]([CH:27]=[O:28])=[N:11][CH:12]=[C:13]([C:25]=1[OH:26])[C:14]([NH:16][CH2:17][C:18]1[CH:19]=[CH:20][C:21]([F:24])=[CH:22][CH:23]=1)=[O:15])[C:2]1[CH:7]=[CH:6][CH:5]=[CH:4][CH:3]=1. The yield is 0.840. (2) The reactants are [C:1]([C:3]([C:6]1[CH:7]=[C:8]([CH:12]=[CH:13][CH:14]=1)[C:9]([OH:11])=O)([CH3:5])[CH3:4])#[N:2].C(Cl)(=O)C(Cl)=O.O1CCCC1.[NH2:26][C:27]1[CH:28]=[CH:29][C:30]([Br:49])=[C:31]([CH:48]=1)[O:32][C:33]1[CH:34]=[CH:35][C:36]2[N:37]([CH:39]=[C:40]([NH:42][C:43]([CH:45]3[CH2:47][CH2:46]3)=[O:44])[N:41]=2)[N:38]=1. The catalyst is CN(C)C=O.CN(C)C(=O)C. The product is [Br:49][C:30]1[CH:29]=[CH:28][C:27]([NH:26][C:9](=[O:11])[C:8]2[CH:12]=[CH:13][CH:14]=[C:6]([C:3]([C:1]#[N:2])([CH3:4])[CH3:5])[CH:7]=2)=[CH:48][C:31]=1[O:32][C:33]1[CH:34]=[CH:35][C:36]2[N:37]([CH:39]=[C:40]([NH:42][C:43]([CH:45]3[CH2:46][CH2:47]3)=[O:44])[N:41]=2)[N:38]=1. The yield is 0.850.